This data is from Catalyst prediction with 721,799 reactions and 888 catalyst types from USPTO. The task is: Predict which catalyst facilitates the given reaction. Reactant: Br[C:2]1[CH:3]=[C:4]2[C:8](=[CH:9][C:10]=1[N+:11]([O-:13])=[O:12])[N:7]([CH2:14][O:15][CH2:16][CH2:17][Si:18]([CH3:21])([CH3:20])[CH3:19])[N:6]=[CH:5]2.CC1(C)C(C)(C)OB([C:30]2[CH:31]=[C:32]([CH:42]=[CH:43][CH:44]=2)[CH2:33][NH:34][C:35](=[O:41])[O:36][C:37]([CH3:40])([CH3:39])[CH3:38])O1.C(Cl)Cl.C([O-])([O-])=O.[K+].[K+]. Product: [N+:11]([C:10]1[CH:9]=[C:8]2[C:4]([CH:5]=[N:6][N:7]2[CH2:14][O:15][CH2:16][CH2:17][Si:18]([CH3:21])([CH3:20])[CH3:19])=[CH:3][C:2]=1[C:30]1[CH:31]=[C:32]([CH:42]=[CH:43][CH:44]=1)[CH2:33][NH:34][C:35](=[O:41])[O:36][C:37]([CH3:39])([CH3:40])[CH3:38])([O-:13])=[O:12]. The catalyst class is: 39.